The task is: Regression. Given a peptide amino acid sequence and an MHC pseudo amino acid sequence, predict their binding affinity value. This is MHC class I binding data.. This data is from Peptide-MHC class I binding affinity with 185,985 pairs from IEDB/IMGT. (1) The peptide sequence is YHRFGLYRL. The MHC is HLA-B15:09 with pseudo-sequence HLA-B15:09. The binding affinity (normalized) is 0.280. (2) The peptide sequence is RRPVVTAHIEG. The MHC is Mamu-B03 with pseudo-sequence Mamu-B03. The binding affinity (normalized) is 0.366. (3) The peptide sequence is HELSLFWPL. The MHC is HLA-B45:06 with pseudo-sequence HLA-B45:06. The binding affinity (normalized) is 0.213. (4) The peptide sequence is RAVKFAEESY. The MHC is HLA-A68:01 with pseudo-sequence HLA-A68:01. The binding affinity (normalized) is 0.178. (5) The peptide sequence is SPSKLASAI. The MHC is HLA-B07:02 with pseudo-sequence HLA-B07:02. The binding affinity (normalized) is 0.749. (6) The peptide sequence is YGFVANFSM. The MHC is Mamu-B01 with pseudo-sequence Mamu-B01. The binding affinity (normalized) is 0.156.